This data is from NCI-60 drug combinations with 297,098 pairs across 59 cell lines. The task is: Regression. Given two drug SMILES strings and cell line genomic features, predict the synergy score measuring deviation from expected non-interaction effect. (1) Drug 1: CC(CN1CC(=O)NC(=O)C1)N2CC(=O)NC(=O)C2. Drug 2: CC1=C(C(=CC=C1)Cl)NC(=O)C2=CN=C(S2)NC3=CC(=NC(=N3)C)N4CCN(CC4)CCO. Cell line: NCI-H460. Synergy scores: CSS=46.3, Synergy_ZIP=-0.564, Synergy_Bliss=0.800, Synergy_Loewe=3.30, Synergy_HSA=4.19. (2) Drug 1: C1CCC(CC1)NC(=O)N(CCCl)N=O. Drug 2: CC1=CC=C(C=C1)C2=CC(=NN2C3=CC=C(C=C3)S(=O)(=O)N)C(F)(F)F. Cell line: MDA-MB-231. Synergy scores: CSS=17.0, Synergy_ZIP=-1.11, Synergy_Bliss=1.05, Synergy_Loewe=-2.76, Synergy_HSA=0.551.